From a dataset of Full USPTO retrosynthesis dataset with 1.9M reactions from patents (1976-2016). Predict the reactants needed to synthesize the given product. (1) Given the product [CH3:1][O:2][CH2:3][CH:4]([N:6]1[C:23](=[O:27])[C:24]([CH3:26])=[N:13][C:12]2[C:11]([C:14]3[CH:19]=[CH:18][C:17]([O:20][CH3:21])=[CH:16][C:15]=3[CH3:22])=[CH:10][CH:9]=[N:8][C:7]1=2)[CH3:5], predict the reactants needed to synthesize it. The reactants are: [CH3:1][O:2][CH2:3][CH:4]([NH:6][C:7]1[C:12]([NH2:13])=[C:11]([C:14]2[CH:19]=[CH:18][C:17]([O:20][CH3:21])=[CH:16][C:15]=2[CH3:22])[CH:10]=[CH:9][N:8]=1)[CH3:5].[C:23](OC)(=[O:27])[C:24]([CH3:26])=O. (2) Given the product [CH3:1][O:2][C:3]1[CH:4]=[C:5]2[C:9](=[CH:10][C:11]=1[O:12][CH3:13])[N:8]([CH3:14])[CH:7]=[C:6]2[C:15]1[NH:34][C:18]2=[N:19][CH:20]=[CH:21][C:22]([CH2:23][NH:24][CH2:25][CH2:26][CH2:27][C:28]3[CH:29]=[CH:30][CH:31]=[CH:32][CH:33]=3)=[C:17]2[CH:16]=1, predict the reactants needed to synthesize it. The reactants are: [CH3:1][O:2][C:3]1[CH:4]=[C:5]2[C:9](=[CH:10][C:11]=1[O:12][CH3:13])[N:8]([CH3:14])[CH:7]=[C:6]2[C:15]1[N:34](S(C2C=CC(C)=CC=2)(=O)=O)[C:18]2=[N:19][CH:20]=[CH:21][C:22]([CH2:23][NH:24][CH2:25][CH2:26][CH2:27][C:28]3[CH:33]=[CH:32][CH:31]=[CH:30][CH:29]=3)=[C:17]2[CH:16]=1.[OH-].[K+]. (3) The reactants are: [NH2:1][CH2:2][CH2:3][N:4]1[C:13]2[CH:12]=[CH:11][CH:10]=[CH:9][C:8]=2[C:7]2[NH:14][N:15]=[C:16]([CH3:17])[C:6]=2[C:5]1=[O:18].[CH:19](=O)[C:20]1[CH:25]=[CH:24][CH:23]=[CH:22][CH:21]=1.C(N(C(C)C)CC)(C)C.C(O[BH-](OC(=O)C)OC(=O)C)(=O)C.[Na+]. Given the product [CH2:19]([NH:1][CH2:2][CH2:3][N:4]1[C:13]2[CH:12]=[CH:11][CH:10]=[CH:9][C:8]=2[C:7]2[NH:14][N:15]=[C:16]([CH3:17])[C:6]=2[C:5]1=[O:18])[C:20]1[CH:25]=[CH:24][CH:23]=[CH:22][CH:21]=1, predict the reactants needed to synthesize it.